From a dataset of Full USPTO retrosynthesis dataset with 1.9M reactions from patents (1976-2016). Predict the reactants needed to synthesize the given product. Given the product [Cl:1][C:2]1[N:7]=[C:6]2[NH:8][C:9](=[O:11])[C:10](=[CH:16][O:15][CH2:12][CH3:13])[C:5]2=[CH:4][CH:3]=1, predict the reactants needed to synthesize it. The reactants are: [Cl:1][C:2]1[N:7]=[C:6]2[NH:8][C:9](=[O:11])[CH2:10][C:5]2=[CH:4][CH:3]=1.[C:12]([O:15][CH:16](OCC)OCC)(=O)[CH3:13].